Dataset: Forward reaction prediction with 1.9M reactions from USPTO patents (1976-2016). Task: Predict the product of the given reaction. (1) Given the reactants Br[C:2]1[CH:3]=[N:4][CH:5]=[C:6]([Br:8])[CH:7]=1.[Li]CCCC.[C:14]([O:18][C:19]([N:21]1[CH2:25][CH2:24][C:23](=[O:26])[CH2:22]1)=[O:20])([CH3:17])([CH3:16])[CH3:15].O, predict the reaction product. The product is: [C:14]([O:18][C:19]([N:21]1[CH2:25][CH2:24][C:23]([C:2]2[CH:3]=[N:4][CH:5]=[C:6]([Br:8])[CH:7]=2)([OH:26])[CH2:22]1)=[O:20])([CH3:17])([CH3:15])[CH3:16]. (2) The product is: [C:7]([CH:2]1[NH:1][CH2:6][CH2:5][N:4]([C:21]([O:20][C:17]([CH3:19])([CH3:18])[CH3:16])=[O:22])[CH2:3]1)#[N:8]. Given the reactants [NH:1]1[CH2:6][CH2:5][NH:4][CH2:3][CH:2]1[C:7]#[N:8].C(N(CC)CC)C.[CH3:16][C:17]([O:20][C:21](O[C:21]([O:20][C:17]([CH3:19])([CH3:18])[CH3:16])=[O:22])=[O:22])([CH3:19])[CH3:18], predict the reaction product. (3) Given the reactants [NH2:1][C:2]1[N:10]=[CH:9][CH:8]=[CH:7][C:3]=1[C:4]([OH:6])=O.C(O)(=O)C.[CH:15](N)=[NH:16], predict the reaction product. The product is: [N:1]1[C:2]2[N:10]=[CH:9][CH:8]=[CH:7][C:3]=2[C:4]([OH:6])=[N:16][CH:15]=1. (4) Given the reactants [Cl:1][C:2]1[C:3]2[N:4]([C:8]([CH:11]3[CH2:14][C:13](=[O:15])[CH2:12]3)=[N:9][CH:10]=2)[CH:5]=[CH:6][N:7]=1.[Br:16]N1C(=O)CCC1=O.O, predict the reaction product. The product is: [Br:16][C:10]1[N:9]=[C:8]([CH:11]2[CH2:12][C:13](=[O:15])[CH2:14]2)[N:4]2[CH:5]=[CH:6][N:7]=[C:2]([Cl:1])[C:3]=12. (5) Given the reactants [Cl:1][C:2]1[CH:7]=[C:6]([Cl:8])[CH:5]=[CH:4][C:3]=1[C:9]1[C:14]([N+:15]([O-])=O)=[C:13]([CH3:18])[CH:12]=[CH:11][N:10]=1.[CH2:19]([OH:21])[CH3:20].Cl.C(OC(=O)C)(=O)C, predict the reaction product. The product is: [Cl:1][C:2]1[CH:7]=[C:6]([Cl:8])[CH:5]=[CH:4][C:3]=1[C:9]1[C:14]([NH:15][C:19](=[O:21])[CH3:20])=[C:13]([CH3:18])[CH:12]=[CH:11][N:10]=1. (6) Given the reactants Cl.Cl[C:3]1[CH:8]=[CH:7][NH:6][C:5](=[O:9])[C:4]=1[C:10]1[NH:21][C:20]2[CH:19]=[C:18]3[C:14]([CH:15]=[N:16][NH:17]3)=[CH:13][C:12]=2[N:11]=1.Cl.[NH2:23][CH2:24][C@H:25]([C:27]1[CH:32]=[CH:31][CH:30]=[C:29]([Cl:33])[CH:28]=1)[OH:26].CN1CCOCC1, predict the reaction product. The product is: [Cl:33][C:29]1[CH:28]=[C:27]([C@H:25]([OH:26])[CH2:24][NH:23][C:3]2[CH:8]=[CH:7][NH:6][C:5](=[O:9])[C:4]=2[C:10]2[NH:21][C:20]3[CH:19]=[C:18]4[C:14]([CH:15]=[N:16][NH:17]4)=[CH:13][C:12]=3[N:11]=2)[CH:32]=[CH:31][CH:30]=1.